Task: Binary Classification. Given a drug SMILES string, predict its activity (active/inactive) in a high-throughput screening assay against a specified biological target.. Dataset: Orexin1 receptor HTS with 218,158 compounds and 233 confirmed actives The molecule is O=C(N(C(c1c(OC)ccc(OC)c1)C(=O)NCc1occc1)C(C)C)Cn1nnc2c1cccc2. The result is 0 (inactive).